Task: Predict which catalyst facilitates the given reaction.. Dataset: Catalyst prediction with 721,799 reactions and 888 catalyst types from USPTO Reactant: [C:1]([C:3]1[CH:32]=[CH:31][C:6]([CH2:7][N:8]([CH:21]2[C:30]3N=[CH:28][CH:27]=[CH:26][C:25]=3[CH2:24][CH2:23][CH2:22]2)S(C2C=CC=CC=2[N+]([O-])=O)(=O)=O)=[C:5]([CH2:33][OH:34])[CH:4]=1)#[N:2].[C:35]([O-])([O-])=O.[K+].[K+].C1(S)C=CC=CC=1.N#N. Product: [OH:34][CH2:33][C:5]1[CH:4]=[C:3]([CH:32]=[CH:31][C:6]=1[CH2:7][NH:8][CH:21]1[C:30]2[C:25](=[CH:26][CH:27]=[CH:28][CH:35]=2)[CH2:24][CH2:23][CH2:22]1)[C:1]#[N:2]. The catalyst class is: 3.